From a dataset of Forward reaction prediction with 1.9M reactions from USPTO patents (1976-2016). Predict the product of the given reaction. (1) The product is: [Cl:1][C:2]1[CH:3]=[C:4]([CH:9]2[CH2:13][CH2:12][N:11]([C@H:14]3[CH2:18][CH2:17][N:16]([C:19]4[CH:24]=[C:23]([F:25])[C:22]([S:29]([Cl:28])(=[O:31])=[O:30])=[C:21]([F:26])[CH:20]=4)[C:15]3=[O:27])[CH2:10]2)[CH:5]=[C:6]([Cl:8])[CH:7]=1. Given the reactants [Cl:1][C:2]1[CH:3]=[C:4]([CH:9]2[CH2:13][CH2:12][N:11]([C@H:14]3[CH2:18][CH2:17][N:16]([C:19]4[CH:24]=[C:23]([F:25])[CH:22]=[C:21]([F:26])[CH:20]=4)[C:15]3=[O:27])[CH2:10]2)[CH:5]=[C:6]([Cl:8])[CH:7]=1.[Cl:28][S:29](O)(=[O:31])=[O:30].O, predict the reaction product. (2) Given the reactants C([Li])CCC.[CH3:6][N:7]1[CH:11]=[CH:10][N:9]=[CH:8]1.[N:12]([C:21]([O:23][C:24]([CH3:27])([CH3:26])[CH3:25])=[O:22])=[N:13][C:14]([O:16][C:17]([CH3:20])([CH3:19])[CH3:18])=[O:15].O, predict the reaction product. The product is: [CH3:6][N:7]1[CH:11]=[CH:10][N:9]=[C:8]1[N:12]([C:21]([O:23][C:24]([CH3:27])([CH3:26])[CH3:25])=[O:22])[NH:13][C:14]([O:16][C:17]([CH3:18])([CH3:19])[CH3:20])=[O:15]. (3) Given the reactants [CH:1]1[CH:2]=[CH:3][N:4]2[CH2:10][C:9]3[CH:11]=[CH:12][CH:13]=[CH:14][C:8]=3[N:7]([C:15]([C:17]3[CH:22]=[C:21]([Cl:23])[C:20](B4OC(C)(C)C(C)(C)O4)=[CH:19][C:18]=3[O:33][CH3:34])=[O:16])[CH2:6][C:5]=12.FC(F)(F)S([O:40][C:41]1[CH2:46][CH2:45][CH2:44][C:43](=O)[C:42]=1[CH3:48])(=O)=O, predict the reaction product. The product is: [Cl:23][C:21]1[CH:22]=[C:17]([C:15]([N:7]2[C:8]3[CH:14]=[CH:13][CH:12]=[CH:11][C:9]=3[CH2:10][N:4]3[CH:3]=[CH:2][CH:1]=[C:5]3[CH2:6]2)=[O:16])[C:18]([O:33][CH3:34])=[CH:19][C:20]=1[C:43]1[CH2:44][CH2:45][CH2:46][C:41](=[O:40])[C:42]=1[CH3:48]. (4) Given the reactants [NH2:1][C:2]1[N:10]=[C:9]([O:11][CH2:12][CH2:13][CH2:14][CH3:15])[N:8]=[C:7]2[C:3]=1[NH:4][C:5](=[O:38])[N:6]2[CH2:16][CH2:17][CH2:18][N:19]([CH2:26][C:27]1[CH:28]=[C:29]([CH2:33][C:34]([O:36][CH3:37])=[O:35])[CH:30]=[CH:31][CH:32]=1)[CH:20]1[CH2:25][CH2:24][NH:23][CH2:22][CH2:21]1.Br[CH2:40][C:41]#[N:42], predict the reaction product. The product is: [NH2:1][C:2]1[N:10]=[C:9]([O:11][CH2:12][CH2:13][CH2:14][CH3:15])[N:8]=[C:7]2[C:3]=1[NH:4][C:5](=[O:38])[N:6]2[CH2:16][CH2:17][CH2:18][N:19]([CH2:26][C:27]1[CH:28]=[C:29]([CH2:33][C:34]([O:36][CH3:37])=[O:35])[CH:30]=[CH:31][CH:32]=1)[CH:20]1[CH2:25][CH2:24][N:23]([CH2:40][C:41]#[N:42])[CH2:22][CH2:21]1. (5) Given the reactants C([O:5][C:6]([C:8]1([CH2:11][C@H:12]([NH:26]C(OC(C)(C)C)=O)[CH2:13][C:14]2[CH:19]=[CH:18][C:17]([C:20]3[CH:25]=[CH:24][CH:23]=[CH:22][CH:21]=3)=[CH:16][CH:15]=2)[CH2:10][CH2:9]1)=[O:7])(C)(C)C.Cl.[NH:35]1[C:39]([C:40]([OH:42])=[O:41])=[CH:38][C:37]([C:43]([OH:45])=O)=[N:36]1.CCN=C=NCCCN(C)C.[CH:57]1[CH:58]=CC2N(O)N=N[C:61]=2[CH:62]=1, predict the reaction product. The product is: [C:17]1([C:20]2[CH:25]=[CH:24][CH:23]=[CH:22][CH:21]=2)[CH:18]=[CH:19][C:14]([CH2:13][C@@H:12]([NH:26][C:43]([C:37]2[NH:36][N:35]=[C:39]([C:40]([OH:42])=[O:41])[CH:38]=2)=[O:45])[CH2:11][C:8]2([C:6]([O:5][CH2:58][CH2:57][CH2:62][CH3:61])=[O:7])[CH2:10][CH2:9]2)=[CH:15][CH:16]=1.